From a dataset of Forward reaction prediction with 1.9M reactions from USPTO patents (1976-2016). Predict the product of the given reaction. (1) Given the reactants Cl[S:2]([C:5]1[CH:14]=[CH:13][C:12]2[NH:11][C:10](=[O:15])[C:9]3[NH:16][CH:17]=[C:18]([C:19]([OH:21])=[O:20])[C:8]=3[C:7]=2[CH:6]=1)(=[O:4])=[O:3].C(N(CC)CC)C.[CH:29]1([NH:32][CH2:33][C:34]2[N:35]=[CH:36][N:37](C(OC(C)(C)C)=O)[CH:38]=2)[CH2:31][CH2:30]1, predict the reaction product. The product is: [CH:29]1([N:32]([CH2:33][C:34]2[N:35]=[CH:36][NH:37][CH:38]=2)[S:2]([C:5]2[CH:14]=[CH:13][C:12]3[NH:11][C:10](=[O:15])[C:9]4[NH:16][CH:17]=[C:18]([C:19]([OH:21])=[O:20])[C:8]=4[C:7]=3[CH:6]=2)(=[O:4])=[O:3])[CH2:31][CH2:30]1. (2) Given the reactants [Li].[Li+].CC([N-]C(C)C)C.[C:10]([N:13]1[CH2:18][CH2:17][O:16][CH2:15][CH2:14]1)(=[O:12])[CH3:11].C[O:20][C:21](=O)[C:22]1[CH:27]=[CH:26][CH:25]=[C:24]([O:28][CH2:29][CH:30]=[CH2:31])[C:23]=1[O:32][CH2:33][CH:34]=[CH2:35].Cl, predict the reaction product. The product is: [CH2:33]([O:32][C:23]1[C:24]([O:28][CH2:29][CH:30]=[CH2:31])=[CH:25][CH:26]=[CH:27][C:22]=1[C:21](=[O:20])[CH2:11][C:10]([N:13]1[CH2:18][CH2:17][O:16][CH2:15][CH2:14]1)=[O:12])[CH:34]=[CH2:35]. (3) The product is: [Cl:1][C:2]1[CH:3]=[C:4]([N:10]2[CH:22]([CH:23]3[CH2:27][CH2:26][CH2:25][CH2:24]3)[CH:21]3[C:12]([C:13]4[CH:14]=[CH:15][C:16]([C:28]([N:32]([CH3:31])[C@@H:33]5[CH2:37][CH2:36][N:35]([CH3:38])[CH2:34]5)=[O:29])=[N:17][C:18]=4[CH2:19][CH2:20]3)=[N:11]2)[CH:5]=[CH:6][C:7]=1[C:8]#[N:9]. Given the reactants [Cl:1][C:2]1[CH:3]=[C:4]([N:10]2[CH:22]([CH:23]3[CH2:27][CH2:26][CH2:25][CH2:24]3)[CH:21]3[C:12]([C:13]4[CH:14]=[CH:15][C:16]([C:28](O)=[O:29])=[N:17][C:18]=4[CH2:19][CH2:20]3)=[N:11]2)[CH:5]=[CH:6][C:7]=1[C:8]#[N:9].[CH3:31][NH:32][C@@H:33]1[CH2:37][CH2:36][N:35]([CH3:38])[CH2:34]1.CCN(C(C)C)C(C)C.CN(C(ON1N=NC2C=CC=NC1=2)=[N+](C)C)C.F[P-](F)(F)(F)(F)F, predict the reaction product. (4) Given the reactants [CH:1]1([CH2:7][OH:8])[CH2:6][CH2:5][CH2:4][CH2:3][CH2:2]1.CC(C)([O-])C.[Na+].Cl[C:16]1[N:24]=[C:23]2[C:19]([N:20]=[CH:21][N:22]2[CH:25]2[CH2:30][CH2:29][CH2:28][CH2:27][O:26]2)=[C:18]([NH2:31])[N:17]=1, predict the reaction product. The product is: [CH:1]1([CH2:7][O:8][C:16]2[N:24]=[C:23]3[C:19]([N:20]=[CH:21][N:22]3[CH:25]3[CH2:30][CH2:29][CH2:28][CH2:27][O:26]3)=[C:18]([NH2:31])[N:17]=2)[CH2:6][CH2:5][CH2:4][CH2:3][CH2:2]1.